Dataset: Catalyst prediction with 721,799 reactions and 888 catalyst types from USPTO. Task: Predict which catalyst facilitates the given reaction. (1) Reactant: [Br:1][C:2]1[CH:3]=[CH:4][C:5]2[S:9][CH2:8][CH:7](O)[C:6]=2[CH:11]=1.O.C1(C)C=CC(S(O)(=O)=O)=CC=1. Product: [Br:1][C:2]1[CH:3]=[CH:4][C:5]2[S:9][CH:8]=[CH:7][C:6]=2[CH:11]=1. The catalyst class is: 21. (2) Reactant: Cl[C:2]([O:4][CH2:5][C:6]1C=CC=CC=1)=[O:3].[NH2:12][C:13]1[CH:18]=[CH:17][C:16]([N:19]2[CH2:23][CH2:22][CH2:21][C:20]2=[O:24])=[CH:15][CH:14]=1.[CH3:25][N:26](C)C1C=CC=CC=1.C(OCC)(=O)C. Product: [NH2:26][CH2:25][C@@H:5]1[O:4][C:2](=[O:3])[N:12]([C:13]2[CH:18]=[CH:17][C:16]([N:19]3[CH2:23][CH2:22][CH2:21][C:20]3=[O:24])=[CH:15][CH:14]=2)[CH2:6]1. The catalyst class is: 7. (3) Reactant: [CH3:1][C:2]1[CH2:6][CH:5]([CH3:7])[N:4]([CH2:8][C:9]([OH:11])=O)[N:3]=1.[F:12][C:13]1[CH:18]=[CH:17][CH:16]=[C:15]([F:19])[C:14]=1[CH:20]1[O:24][N:23]=[C:22]([C:25]2[N:26]=[C:27]([CH:30]3[CH2:35][CH2:34][NH:33][CH2:32][CH2:31]3)[S:28][CH:29]=2)[CH2:21]1.ON1C2C=CC=CC=2N=N1.C(N(CC)CC)C. Product: [F:12][C:13]1[CH:18]=[CH:17][CH:16]=[C:15]([F:19])[C:14]=1[CH:20]1[O:24][N:23]=[C:22]([C:25]2[N:26]=[C:27]([CH:30]3[CH2:35][CH2:34][N:33]([C:9](=[O:11])[CH2:8][N:4]4[CH:5]([CH3:7])[CH2:6][C:2]([CH3:1])=[N:3]4)[CH2:32][CH2:31]3)[S:28][CH:29]=2)[CH2:21]1. The catalyst class is: 4. (4) Product: [F:1][C:2]1[CH:3]=[C:4]2[C:10]([C:53]3[N:54]=[C:55]([NH2:63])[C:56]([N+:60]([O-:62])=[O:61])=[C:57]([NH2:59])[N:58]=3)=[N:9][N:8]([CH2:12][C:13]3[CH:18]=[CH:17][CH:16]=[CH:15][C:14]=3[F:19])[C:5]2=[N:6][CH:7]=1. Reactant: [F:1][C:2]1[CH:3]=[C:4]2[C:10](I)=[N:9][N:8]([CH2:12][C:13]3[CH:18]=[CH:17][CH:16]=[CH:15][C:14]=3[F:19])[C:5]2=[N:6][CH:7]=1.O1CCOCC1.CCCC[Sn](CCCC)CCCC.CCCC[Sn](CCCC)CCCC.Cl[C:53]1[N:58]=[C:57]([NH2:59])[C:56]([N+:60]([O-:62])=[O:61])=[C:55]([NH2:63])[N:54]=1. The catalyst class is: 103. (5) Reactant: Br[CH2:2][C:3]([C:5]1[C:6](=[O:16])[O:7][C:8]2[C:13]([CH:14]=1)=[CH:12][CH:11]=[CH:10][C:9]=2[Cl:15])=O.[CH2:17]([O:20][C:21]1[CH:26]=[CH:25][CH:24]=[CH:23][C:22]=1[NH:27][C:28]([NH2:30])=[S:29])[CH2:18][CH3:19]. Product: [Cl:15][C:9]1[CH:10]=[CH:11][CH:12]=[C:13]2[C:8]=1[O:7][C:6](=[O:16])[C:5]([C:3]1[N:30]=[C:28]([NH:27][C:22]3[CH:23]=[CH:24][CH:25]=[CH:26][C:21]=3[O:20][CH2:17][CH2:18][CH3:19])[S:29][CH:2]=1)=[CH:14]2. The catalyst class is: 8. (6) Reactant: Cl[C:2]1[C:7]([Cl:8])=[N:6][CH:5]=[CH:4][N:3]=1.[NH2:9][C:10]1[CH:15]=[CH:14][C:13]([OH:16])=[CH:12][CH:11]=1.C(=O)([O-])[O-].[Cs+].[Cs+]. Product: [Cl:8][C:7]1[C:2]([O:16][C:13]2[CH:14]=[CH:15][C:10]([NH2:9])=[CH:11][CH:12]=2)=[N:3][CH:4]=[CH:5][N:6]=1. The catalyst class is: 58.